Predict the reaction yield, written as a fraction of the theoretical maximum amount of product (1.0 means a 100% yield; for example, 0.34 means a 34% yield). From a dataset of Reaction yield outcomes from USPTO patents with 853,638 reactions. (1) The reactants are Br[C:2]1[CH:7]=[CH:6][C:5]([C:8]2[N:9]=[CH:10][C:11]([NH2:14])=[N:12][CH:13]=2)=[C:4]([F:15])[C:3]=1[O:16][CH3:17].[Br-].[CH:19]1([Zn+])[CH2:23][CH2:22][CH2:21][CH2:20]1. The catalyst is C([O-])(=O)C.[Pd+2].C([O-])(=O)C. The product is [CH:19]1([C:2]2[CH:7]=[CH:6][C:5]([C:8]3[N:9]=[CH:10][C:11]([NH2:14])=[N:12][CH:13]=3)=[C:4]([F:15])[C:3]=2[O:16][CH3:17])[CH2:23][CH2:22][CH2:21][CH2:20]1. The yield is 0.150. (2) The reactants are [H-].[Al+3].[Li+].[H-].[H-].[H-].[Br:7][C:8]1[CH:13]=[CH:12][C:11]([CH2:14][CH2:15][C:16]([N:18]2[CH2:23][CH2:22][O:21][CH2:20][CH2:19]2)=O)=[CH:10][CH:9]=1. The catalyst is O1CCCC1. The product is [Br:7][C:8]1[CH:13]=[CH:12][C:11]([CH2:14][CH2:15][CH2:16][N:18]2[CH2:19][CH2:20][O:21][CH2:22][CH2:23]2)=[CH:10][CH:9]=1. The yield is 0.820. (3) The reactants are [Cl:1][C:2]1[N:7]=[N:6][C:5]([C:8]([OH:10])=O)=[CH:4][CH:3]=1.[CH2:11]1[C:19]2[C:14](=[CH:15][CH:16]=[CH:17][CH:18]=2)[CH2:13][CH:12]1[NH:20][C:21]1[N:22]=[CH:23][C:24]2[CH2:30][NH:29][CH2:28][CH2:27][C:25]=2[N:26]=1.Cl.CN(C)CCCN=C=NCC. The catalyst is ClCCl. The product is [Cl:1][C:2]1[N:7]=[N:6][C:5]([C:8]([N:29]2[CH2:28][CH2:27][C:25]3[N:26]=[C:21]([NH:20][CH:12]4[CH2:11][C:19]5[C:14](=[CH:15][CH:16]=[CH:17][CH:18]=5)[CH2:13]4)[N:22]=[CH:23][C:24]=3[CH2:30]2)=[O:10])=[CH:4][CH:3]=1. The yield is 0.900. (4) The reactants are [NH2:1][C:2]1[CH:10]=[CH:9][C:8]([C:11]#[N:12])=[CH:7][C:3]=1[C:4](O)=O.[CH2:13]([N:20]1[CH2:25][CH2:24][C:23](=O)[CH2:22][CH2:21]1)[C:14]1[CH:19]=[CH:18][CH:17]=[CH:16][CH:15]=1.O=P(Cl)(Cl)[Cl:29]. No catalyst specified. The product is [CH2:13]([N:20]1[CH2:25][CH2:24][C:23]2[N:1]=[C:2]3[CH:10]=[CH:9][C:8]([C:11]#[N:12])=[CH:7][C:3]3=[C:4]([Cl:29])[C:22]=2[CH2:21]1)[C:14]1[CH:19]=[CH:18][CH:17]=[CH:16][CH:15]=1. The yield is 0.540. (5) The reactants are C(O)(C(F)(F)F)=O.[Cl:8][C:9]1[CH:14]=[CH:13][C:12]([CH:15]([NH:22][C:23]([C:25]2([NH:40]C(=O)OC(C)(C)C)[CH2:30][CH2:29][N:28]([C:31]3[C:32]4[CH:39]=[CH:38][NH:37][C:33]=4[N:34]=[CH:35][N:36]=3)[CH2:27][CH2:26]2)=[O:24])[CH2:16][CH2:17][NH:18][C:19]([NH2:21])=[O:20])=[CH:11][CH:10]=1. No catalyst specified. The product is [NH2:40][C:25]1([C:23]([NH:22][CH:15]([C:12]2[CH:13]=[CH:14][C:9]([Cl:8])=[CH:10][CH:11]=2)[CH2:16][CH2:17][NH:18][C:19]([NH2:21])=[O:20])=[O:24])[CH2:30][CH2:29][N:28]([C:31]2[C:32]3[CH:39]=[CH:38][NH:37][C:33]=3[N:34]=[CH:35][N:36]=2)[CH2:27][CH2:26]1. The yield is 0.0560. (6) The product is [CH2:9]([C:16]1([C:19]([O:21][CH3:22])=[O:20])[CH2:15][CH2:14][N:13]([C:23]([O:25][C:26]([CH3:27])([CH3:28])[CH3:29])=[O:24])[CH2:18][CH2:17]1)[CH2:10][CH:11]=[CH2:12]. The reactants are C(NC(C)C)(C)C.[Li][CH2:9][CH2:10][CH2:11][CH3:12].[N:13]1([C:23]([O:25][C:26]([CH3:29])([CH3:28])[CH3:27])=[O:24])[CH2:18][CH2:17][CH:16]([C:19]([O:21][CH3:22])=[O:20])[CH2:15][CH2:14]1.CN(P(N(C)C)(N(C)C)=O)C.[NH4+].[Cl-]. The yield is 0.720. The catalyst is CCCCCC.C1COCC1.